From a dataset of Forward reaction prediction with 1.9M reactions from USPTO patents (1976-2016). Predict the product of the given reaction. (1) Given the reactants [NH2:1][C@H:2]1[CH2:7][CH2:6][N:5]([C:8]([O:10][C:11]([CH3:14])([CH3:13])[CH3:12])=[O:9])[CH2:4][C@H:3]1[O:15][CH3:16].[Cl:17][C:18]1[N:19]=[C:20]([C:24](O)=[O:25])[NH:21][C:22]=1[CH3:23].CCN=C=NCCCN(C)C.Cl.C1C=CC2N(O)N=NC=2C=1, predict the reaction product. The product is: [Cl:17][C:18]1[N:19]=[C:20]([C:24]([NH:1][C@H:2]2[CH2:7][CH2:6][N:5]([C:8]([O:10][C:11]([CH3:12])([CH3:13])[CH3:14])=[O:9])[CH2:4][C@H:3]2[O:15][CH3:16])=[O:25])[NH:21][C:22]=1[CH3:23]. (2) The product is: [OH:40][C:44]1[CH:43]=[CH:42][C:41]([CH:45]=[CH:46][N:10]2[CH:9]=[CH:8][S:7][CH:6]2[NH:5][C:2](=[O:4])[CH3:3])=[CH:39][CH:32]=1. Given the reactants [Cl-].[C:2]([NH:5][C:6]1[S:7][CH:8]=[C:9](C[P+](C2C=CC=CC=2)(C2C=CC=CC=2)C2C=CC=CC=2)[N:10]=1)(=[O:4])[CH3:3].O[C:32]1C=C(C=C[CH:39]=1)C=O.[O:40]1[CH2:44][CH2:43][CH2:42][CH2:41]1.[CH3:45][C:46](C)([O-])C.[K+].O, predict the reaction product. (3) Given the reactants [CH:1]1([CH2:7][NH:8][C:9]2[S:10][C:11]3[CH:17]=[C:16]([O:18]C)[CH:15]=[CH:14][C:12]=3[N:13]=2)[CH2:6][CH2:5][CH2:4][CH2:3][CH2:2]1.B(Br)(Br)Br, predict the reaction product. The product is: [CH:1]1([CH2:7][NH:8][C:9]2[S:10][C:11]3[CH:17]=[C:16]([OH:18])[CH:15]=[CH:14][C:12]=3[N:13]=2)[CH2:2][CH2:3][CH2:4][CH2:5][CH2:6]1. (4) The product is: [C:16]([C:18]1([C:24]2[N:29]=[CH:28][C:27]([NH:30][C:31]([C:33]3[CH:34]=[N:35][N:36]([C:39]4[CH:44]=[CH:43][C:42]([C:45]([F:48])([F:47])[F:46])=[CH:41][N:40]=4)[C:37]=3[CH3:38])=[O:32])=[CH:26][CH:25]=2)[CH2:19][CH2:20][N:21]([S:7]([C:10]([F:11])([F:12])[F:13])(=[O:8])=[O:9])[CH2:22][CH2:23]1)#[N:17]. Given the reactants [F:11][C:10]([F:13])([F:12])[S:7](O[S:7]([C:10]([F:13])([F:12])[F:11])(=[O:9])=[O:8])(=[O:9])=[O:8].[C:16]([C:18]1([C:24]2[N:29]=[CH:28][C:27]([NH:30][C:31]([C:33]3[CH:34]=[N:35][N:36]([C:39]4[CH:44]=[CH:43][C:42]([C:45]([F:48])([F:47])[F:46])=[CH:41][N:40]=4)[C:37]=3[CH3:38])=[O:32])=[CH:26][CH:25]=2)[CH2:23][CH2:22][NH:21][CH2:20][CH2:19]1)#[N:17].C(N(CC)CC)C.O, predict the reaction product. (5) Given the reactants [CH3:1][C:2]1[N:12]=[C:11]([C:13]([F:16])([F:15])[F:14])[CH:10]=[CH:9][C:3]=1[C:4]([O:6]CC)=O.CO[CH:19](OC)[N:20](C)C, predict the reaction product. The product is: [F:16][C:13]([F:14])([F:15])[C:11]1[CH:10]=[CH:9][C:3]2[C:4](=[O:6])[NH:20][CH:19]=[CH:1][C:2]=2[N:12]=1. (6) The product is: [C:4]1([CH:2]([OH:3])[CH3:1])[C:13]2[C:8](=[CH:9][CH:10]=[CH:11][CH:12]=2)[CH:7]=[CH:6][CH:5]=1. Given the reactants [CH3:1][C:2]([C:4]1[C:13]2[C:8](=[CH:9][CH:10]=[CH:11][CH:12]=2)[CH:7]=[CH:6][CH:5]=1)=[O:3].CC(C)([O-])C.[K+], predict the reaction product.